From a dataset of Forward reaction prediction with 1.9M reactions from USPTO patents (1976-2016). Predict the product of the given reaction. Given the reactants [Cl:1][C:2]1[CH:3]=[C:4]2[C:8](=[CH:9][CH:10]=1)[N:7]([C:11]1[N:15]([CH3:16])[N:14]=[C:13]([CH3:17])[C:12]=1[CH2:18][CH2:19][N:20]1[CH2:25][CH2:24][N:23](C(OC(C)(C)C)=O)[CH2:22][C:21]1=[O:33])[CH:6]=[CH:5]2.C(OCC)(=O)C.Cl, predict the reaction product. The product is: [ClH:1].[Cl:1][C:2]1[CH:3]=[C:4]2[C:8](=[CH:9][CH:10]=1)[N:7]([C:11]1[N:15]([CH3:16])[N:14]=[C:13]([CH3:17])[C:12]=1[CH2:18][CH2:19][N:20]1[CH2:25][CH2:24][NH:23][CH2:22][C:21]1=[O:33])[CH:6]=[CH:5]2.